From a dataset of Drug-target binding data from BindingDB using IC50 measurements. Regression. Given a target protein amino acid sequence and a drug SMILES string, predict the binding affinity score between them. We predict pIC50 (pIC50 = -log10(IC50 in M); higher means more potent). Dataset: bindingdb_ic50. (1) The compound is O=C(O)c1ccc2c(c1)nc(-c1ccsc1)n2C1CCCCC1. The target protein (P03300) has sequence MGAQVSSQKVGAHENSNRAYGGSTINYTTINYYRDSASNAASKQDFSQDPSKFTEPIKDVLIKTAPMLNSPNIEACGYSDRVLQLTLGNSTITTQEAANSVVAYGRWPEYLRDSEANPVDQPTEPDVAACRFYTLDTVSWTKESRGWWWKLPDALRDMGLFGQNMYYHYLGRSGYTVHVQCNASKFHQGALGVFAVPEMCLAGDSNTTTMHTSYQNANPGEKGGTFTGTFTPDNNQTSPARRFCPVDYLLGNGTLLGNAFVFPHQIINLRTNNCATLVLPYVNSLSIDSMVKHNNWGIAILPLAPLNFASESSPEIPITLTIAPMCCEFNGLRNITLPRLQGLPVMNTPGSNQYLTADNFQSPCALPEFDVTPPIDIPGEVKNMMELAEIDTMIPFDLSATKKNTMEMYRVRLSDKPHTDDPILCLSLSPASDPRLSHTMLGEILNYYTHWAGSLKFTFLFCGFMMATGKLLVSYAPPGADPPKKRKEAMLGTHVIWDIG.... The pIC50 is 3.6. (2) The small molecule is O=C(CN1Cc2c(Cl)cccc2N(Cc2ccccc2)S1(=O)=O)NO. The target protein (P0A6K3) has sequence MSVLQVLHIPDERLRKVAKPVEEVNAEIQRIVDDMFETMYAEEGIGLAATQVDIHQRIIVIDVSENRDERLVLINPELLEKSGETGIEEGCLSIPEQRALVPRAEKVKIRALDRDGKPFELEADGLLAICIQHEMDHLVGKLFMDYLSPLKQQRIRQKVEKLDRLKARA. The pIC50 is 5.7.